This data is from Full USPTO retrosynthesis dataset with 1.9M reactions from patents (1976-2016). The task is: Predict the reactants needed to synthesize the given product. (1) Given the product [N:66]([CH:14]([C:13]1[N:9]([O:8][CH2:1][C:2]2[CH:7]=[CH:6][CH:5]=[CH:4][CH:3]=2)[N:10]=[CH:11][CH:12]=1)[CH:15]([CH2:18][CH3:19])[CH2:16][CH3:17])=[N+:67]=[N-:68], predict the reactants needed to synthesize it. The reactants are: [CH2:1]([O:8][N:9]1[C:13]([CH:14](O)[CH:15]([CH2:18][CH3:19])[CH2:16][CH3:17])=[CH:12][CH:11]=[N:10]1)[C:2]1[CH:7]=[CH:6][CH:5]=[CH:4][CH:3]=1.C1(P(C2C=CC=CC=2)C2C=CC=CC=2)C=CC=CC=1.N(C(OCC)=O)=NC(OCC)=O.C1(P([N:66]=[N+:67]=[N-:68])(C2C=CC=CC=2)=O)C=CC=CC=1. (2) Given the product [C:1]1([C:17]2[CH:22]=[CH:21][CH:20]=[CH:19][CH:18]=2)[CH:6]=[CH:5][CH:4]=[CH:3][C:2]=1[C:7]([N:9]1[CH2:10][CH:11]2[CH:15]([CH2:14][N:13]([C:24]3[C:29]([CH3:30])=[N:28][C:27]([CH3:31])=[CH:26][N:25]=3)[CH2:12]2)[CH2:16]1)=[O:8], predict the reactants needed to synthesize it. The reactants are: [C:1]1([C:17]2[CH:22]=[CH:21][CH:20]=[CH:19][CH:18]=2)[CH:6]=[CH:5][CH:4]=[CH:3][C:2]=1[C:7]([N:9]1[CH2:16][CH:15]2[CH:11]([CH2:12][NH:13][CH2:14]2)[CH2:10]1)=[O:8].Cl[C:24]1[C:29]([CH3:30])=[N:28][C:27]([CH3:31])=[CH:26][N:25]=1. (3) The reactants are: [CH3:1][N:2]([C:10]1[C:11]([CH3:21])=[N:12][N:13]([C:15]2[CH:16]=[N:17][CH:18]=[CH:19][CH:20]=2)[CH:14]=1)C(=O)OC(C)(C)C.[ClH:22]. Given the product [ClH:22].[ClH:22].[CH3:1][NH:2][C:10]1[C:11]([CH3:21])=[N:12][N:13]([C:15]2[CH:16]=[N:17][CH:18]=[CH:19][CH:20]=2)[CH:14]=1, predict the reactants needed to synthesize it. (4) Given the product [Br:24][C:21]1[CH:22]=[C:23]2[C:18](=[CH:19][CH:20]=1)[O:17][C:16]([CH3:26])([CH3:25])[CH:15]=[C:14]2[C:31]#[C:30][CH2:29][O:32][CH3:33], predict the reactants needed to synthesize it. The reactants are: C(N(CC)CC)C.FC(F)(F)S(O[C:14]1[C:23]2[C:18](=[CH:19][CH:20]=[C:21]([Br:24])[CH:22]=2)[O:17][C:16]([CH3:26])([CH3:25])[CH:15]=1)(=O)=O.[CH2:29]([O:32][CH3:33])[C:30]#[CH:31]. (5) Given the product [Cl:1][CH2:2][C:3]1[N:13]=[C:11]([C:10]2[CH:14]=[CH:15][C:16]([F:17])=[C:8]([F:7])[CH:9]=2)[O:12][CH:5]=1, predict the reactants needed to synthesize it. The reactants are: [Cl:1][CH2:2][C:3]([CH2:5]Cl)=O.[F:7][C:8]1[CH:9]=[C:10]([CH:14]=[CH:15][C:16]=1[F:17])[C:11]([NH2:13])=[O:12].S(=O)(=O)(O)O. (6) Given the product [C:3]([O:7][C:8]([N:10]1[CH2:15][CH2:14][CH:13]([C:16]2[CH:21]=[CH:20][CH:19]=[CH:18][C:17]=2[CH3:22])[CH:12]([C:23]([OH:25])=[O:24])[CH2:11]1)=[O:9])([CH3:6])([CH3:4])[CH3:5], predict the reactants needed to synthesize it. The reactants are: O=O.[C:3]([O:7][C:8]([N:10]1[CH2:15][CH2:14][C:13]([C:16]2[CH:21]=[CH:20][CH:19]=[CH:18][C:17]=2[CH3:22])=[C:12]([C:23]([OH:25])=[O:24])[CH2:11]1)=[O:9])([CH3:6])([CH3:5])[CH3:4].C(N(CC)CC)C.[H][H]. (7) The reactants are: [F:1][C:2]1[CH:25]=[CH:24][CH:23]=[CH:22][C:3]=1[CH2:4][N:5]1[C:9]2=[N:10][CH:11]=[CH:12][CH:13]=[C:8]2[C:7]([C:14]2[N:19]=[C:18]([NH2:20])[C:17]([NH2:21])=[CH:16][N:15]=2)=[N:6]1.[F:26][C:27]([F:36])([F:35])[CH2:28][N:29]1[CH2:33][CH2:32][CH2:31][C:30]1=O. Given the product [F:1][C:2]1[CH:25]=[CH:24][CH:23]=[CH:22][C:3]=1[CH2:4][N:5]1[C:9]2=[N:10][CH:11]=[CH:12][CH:13]=[C:8]2[C:7]([C:14]2[N:19]=[C:18]([NH2:20])[C:17]([NH:21][CH:31]3[CH2:32][CH2:33][N:29]([CH2:28][C:27]([F:36])([F:35])[F:26])[CH2:30]3)=[CH:16][N:15]=2)=[N:6]1, predict the reactants needed to synthesize it.